Predict the reaction yield, written as a fraction of the theoretical maximum amount of product (1.0 means a 100% yield; for example, 0.34 means a 34% yield). From a dataset of Reaction yield outcomes from USPTO patents with 853,638 reactions. (1) The reactants are [C:1]1([CH3:11])[CH:6]=[CH:5][C:4]([S:7](Cl)(=[O:9])=[O:8])=[CH:3][CH:2]=1.[CH2:12]1[O:16][C@@H:15]2[C@H:17]([OH:20])[CH2:18][O:19][C@@H:14]2[C@@H:13]1[OH:21].O. The catalyst is N1C=CC=CC=1. The product is [CH3:11][C:1]1[CH:6]=[CH:5][C:4]([S:7]([O:21][C@@H:13]2[CH2:12][O:16][C@@H:15]3[C@H:17]([OH:20])[CH2:18][O:19][C@H:14]23)(=[O:9])=[O:8])=[CH:3][CH:2]=1. The yield is 0.600. (2) The reactants are [CH2:1]([NH:4][C:5]([C:7]1[C:8](=[O:24])[N:9]([C:14]2[CH:19]=[CH:18][CH:17]=[C:16]([C:20]([F:23])([F:22])[F:21])[CH:15]=2)[C:10]([CH3:13])=[CH:11][CH:12]=1)=[O:6])[C:2]#[CH:3].[OH:25][N:26]=[C:27](Cl)[CH3:28].O. The catalyst is CCOC(C)=O. The product is [CH3:28][C:27]1[CH:3]=[C:2]([CH2:1][NH:4][C:5]([C:7]2[C:8](=[O:24])[N:9]([C:14]3[CH:19]=[CH:18][CH:17]=[C:16]([C:20]([F:21])([F:22])[F:23])[CH:15]=3)[C:10]([CH3:13])=[CH:11][CH:12]=2)=[O:6])[O:25][N:26]=1. The yield is 0.530. (3) The reactants are Cl[C:2]1[N:7]2[N:8]=[C:9]([NH:11][C:12](=[O:19])[C:13]3[CH:18]=[CH:17][CH:16]=[N:15][CH:14]=3)[N:10]=[C:6]2[CH:5]=[C:4]([Cl:20])[CH:3]=1.[CH:21]1([NH2:25])[CH2:24][CH2:23][CH2:22]1. No catalyst specified. The product is [Cl:20][C:4]1[CH:3]=[C:2]([NH:25][CH:21]2[CH2:24][CH2:23][CH2:22]2)[N:7]2[N:8]=[C:9]([NH:11][C:12](=[O:19])[C:13]3[CH:18]=[CH:17][CH:16]=[N:15][CH:14]=3)[N:10]=[C:6]2[CH:5]=1. The yield is 0.210. (4) The product is [CH3:7][O:8][C:9]([C:10]1[CH:15]=[C:14]([N+:16]([O-:18])=[O:17])[C:13]2[NH:1][C:2]([CH3:6])([CH3:5])[CH2:3][O:4][C:12]=2[CH:11]=1)=[O:23]. The reactants are [NH2:1][C:2]([CH3:6])([CH3:5])[CH2:3][OH:4].[CH3:7][O:8][C:9](=[O:23])[C:10]1[CH:15]=[C:14]([N+:16]([O-:18])=[O:17])[C:13](Cl)=[C:12]([N+]([O-])=O)[CH:11]=1.C[O-].[Na+]. The yield is 0.420. The catalyst is CO.